Dataset: Full USPTO retrosynthesis dataset with 1.9M reactions from patents (1976-2016). Task: Predict the reactants needed to synthesize the given product. (1) Given the product [ClH:1].[F:20][C:17]1([F:21])[CH2:16][CH2:15][CH:14]([NH:13][C:11]([C:8]2[CH:7]=[C:6]([C@@H:4]3[CH2:5][C@H:3]3[NH:2][CH:27]3[CH2:28][CH2:29][O:24][CH2:25][CH2:26]3)[S:10][CH:9]=2)=[O:12])[CH2:19][CH2:18]1, predict the reactants needed to synthesize it. The reactants are: [ClH:1].[NH2:2][C@@H:3]1[CH2:5][C@H:4]1[C:6]1[S:10][CH:9]=[C:8]([C:11]([NH:13][CH:14]2[CH2:19][CH2:18][C:17]([F:21])([F:20])[CH2:16][CH2:15]2)=[O:12])[CH:7]=1.CO.[O:24]1[CH2:29][CH2:28][C:27](=O)[CH2:26][CH2:25]1.C(=O)([O-])O.[Na+]. (2) Given the product [CH2:16]([O:19][CH2:20][C@@H:21]1[CH2:26][CH2:25][CH2:24][N:23]([CH2:27][C@H:28]2[CH2:33][CH2:32][CH2:31][CH2:30][C@@H:29]2[NH:34][C:10](=[O:12])[C:9]2[CH:13]=[CH:14][C:6]([N:1]3[CH:5]=[CH:4][N:3]=[CH:2]3)=[N:7][CH:8]=2)[CH2:22]1)[CH:17]=[CH2:18].[ClH:15], predict the reactants needed to synthesize it. The reactants are: [N:1]1([C:6]2[CH:14]=[CH:13][C:9]([C:10]([OH:12])=O)=[CH:8][N:7]=2)[CH:5]=[CH:4][N:3]=[CH:2]1.[ClH:15].[CH2:16]([O:19][CH2:20][C@@H:21]1[CH2:26][CH2:25][CH2:24][N:23]([CH2:27][C@H:28]2[CH2:33][CH2:32][CH2:31][CH2:30][C@@H:29]2[NH2:34])[CH2:22]1)[CH:17]=[CH2:18].CN(C(ON1N=NC2C=CC=NC1=2)=[N+](C)C)C.F[P-](F)(F)(F)(F)F.C(N(C(C)C)CC)(C)C. (3) Given the product [Cl:1][C:2]1[CH:3]=[CH:4][C:5]([N:36]2[CH:40]=[N:39][N:38]=[N:37]2)=[C:6](/[CH:8]=[CH:9]/[C:10]([N:12]2[CH2:21][CH2:20][C:19]3[C:14](=[CH:15][CH:16]=[C:17]([CH3:22])[CH:18]=3)[CH:13]2[C:23]([NH:25][C:26]2[CH:35]=[CH:34][C:29]([C:30]([OH:32])=[O:31])=[CH:28][CH:27]=2)=[O:24])=[O:11])[CH:7]=1, predict the reactants needed to synthesize it. The reactants are: [Cl:1][C:2]1[CH:3]=[CH:4][C:5]([N:36]2[CH:40]=[N:39][N:38]=[N:37]2)=[C:6](/[CH:8]=[CH:9]/[C:10]([N:12]2[CH2:21][CH2:20][C:19]3[C:14](=[CH:15][CH:16]=[C:17]([CH3:22])[CH:18]=3)[CH:13]2[C:23]([NH:25][C:26]2[CH:35]=[CH:34][C:29]([C:30]([O:32]C)=[O:31])=[CH:28][CH:27]=2)=[O:24])=[O:11])[CH:7]=1.[N+](C1C=CC(C(OC)=O)=CC=1)#[C-]. (4) Given the product [OH:28][C:27]1[CH:34]=[CH:33][C:31]([O:32][CH2:2][CH2:3][N:4]([CH2:18][CH2:19][O:28][C:27]2[CH:34]=[CH:33][C:21]([OH:24])=[CH:30][CH:29]=2)[C:5]2[CH:10]=[CH:9][C:8]([CH2:11][CH2:12][CH2:13][C:14]([O:16][CH3:17])=[O:15])=[CH:7][CH:6]=2)=[CH:30][CH:29]=1, predict the reactants needed to synthesize it. The reactants are: Cl[CH2:2][CH2:3][N:4]([CH2:18][CH2:19]Cl)[C:5]1[CH:10]=[CH:9][C:8]([CH2:11][CH2:12][CH2:13][C:14]([O:16][CH3:17])=[O:15])=[CH:7][CH:6]=1.[C:21]([O-:24])([O-])=O.[K+].[K+].[C:27]1([CH:34]=[CH:33][C:31]([OH:32])=[CH:30][CH:29]=1)[OH:28]. (5) Given the product [N+:9]([C:12]1[CH:13]=[C:14]([C:18]2[O:22][C:21]([CH:23]=[N:1][C:2]3[CH:7]=[CH:6][CH:5]=[CH:4][C:3]=3[OH:8])=[CH:20][CH:19]=2)[CH:15]=[CH:16][CH:17]=1)([O-:11])=[O:10], predict the reactants needed to synthesize it. The reactants are: [NH2:1][C:2]1[CH:7]=[CH:6][CH:5]=[CH:4][C:3]=1[OH:8].[N+:9]([C:12]1[CH:13]=[C:14]([C:18]2[O:22][C:21]([CH:23]=O)=[CH:20][CH:19]=2)[CH:15]=[CH:16][CH:17]=1)([O-:11])=[O:10].